This data is from Forward reaction prediction with 1.9M reactions from USPTO patents (1976-2016). The task is: Predict the product of the given reaction. (1) The product is: [C:1]1([S:7]([N:10]2[C:14]3=[N:15][CH:16]=[C:17]([O:19][CH3:20])[CH:18]=[C:13]3[CH:12]=[C:11]2[C:21](=[O:28])[CH2:22][CH:23]2[CH2:24][CH2:25][CH2:26][CH2:27]2)(=[O:9])=[O:8])[CH:2]=[CH:3][CH:4]=[CH:5][CH:6]=1. Given the reactants [C:1]1([S:7]([N:10]2[C:14]3=[N:15][CH:16]=[C:17]([O:19][CH3:20])[CH:18]=[C:13]3[CH:12]=[C:11]2[CH:21]([OH:28])[CH2:22][CH:23]2[CH2:27][CH2:26][CH2:25][CH2:24]2)(=[O:9])=[O:8])[CH:6]=[CH:5][CH:4]=[CH:3][CH:2]=1.CC(OI1(OC(C)=O)(OC(C)=O)OC(=O)C2C=CC=CC1=2)=O.ClCCl, predict the reaction product. (2) Given the reactants N1CCOCC1.[C:7]([C:9]1[C:14]([CH:15]2[CH2:17][CH2:16]2)=[CH:13][C:12](=[O:18])[NH:11][C:10]=1[SH:19])#[N:8].Br[CH2:21][C:22]([NH2:24])=[O:23], predict the reaction product. The product is: [C:7]([C:9]1[C:14]([CH:15]2[CH2:16][CH2:17]2)=[CH:13][C:12](=[O:18])[NH:11][C:10]=1[S:19][CH2:21][C:22]([NH2:24])=[O:23])#[N:8]. (3) Given the reactants S(=O)(=O)(O)O.[OH:6][CH2:7][CH:8]1[NH:13][C:12](=[O:14])[CH2:11][CH2:10][CH2:9]1.[CH3:15][C:16](=[CH2:18])[CH3:17].C(=O)([O-])O.[Na+], predict the reaction product. The product is: [C:16]([O:6][CH2:7][CH:8]1[NH:13][C:12](=[O:14])[CH2:11][CH2:10][CH2:9]1)([CH3:18])([CH3:17])[CH3:15]. (4) Given the reactants C1(C)C=CC=CC=1.Cl[C:9]1[N:14]=[CH:13][CH:12]=[CH:11][N:10]=1.[CH:15]([C:17]1[CH:18]=[C:19](B(O)O)[CH:20]=[CH:21][CH:22]=1)=[O:16].C([O-])([O-])=O.[K+].[K+], predict the reaction product. The product is: [N:10]1[CH:11]=[CH:12][CH:13]=[N:14][C:9]=1[C:21]1[CH:22]=[C:17]([CH:18]=[CH:19][CH:20]=1)[CH:15]=[O:16].